Dataset: Forward reaction prediction with 1.9M reactions from USPTO patents (1976-2016). Task: Predict the product of the given reaction. (1) Given the reactants [NH2:1][C:2]1[CH:7]=[CH:6][C:5]([NH:8][C:9](=[O:16])[CH2:10][N:11]2[CH:15]=[CH:14][N:13]=[CH:12]2)=[CH:4][C:3]=1[N+:17]([O-])=O, predict the reaction product. The product is: [NH2:17][C:3]1[CH:4]=[C:5]([NH:8][C:9](=[O:16])[CH2:10][N:11]2[CH:15]=[CH:14][N:13]=[CH:12]2)[CH:6]=[CH:7][C:2]=1[NH2:1]. (2) Given the reactants [CH2:1]([O:8][C:9]1[C:17]([O:18][CH:19]([CH3:21])[CH3:20])=[C:16]([N+:22]([O-:24])=[O:23])[CH:15]=[CH:14][C:10]=1[C:11]([O-:13])=[O:12])[C:2]1[CH:7]=[CH:6][CH:5]=[CH:4][CH:3]=1.[Li+].[OH-].Cl, predict the reaction product. The product is: [CH2:1]([O:8][C:9]1[C:17]([O:18][CH:19]([CH3:21])[CH3:20])=[C:16]([N+:22]([O-:24])=[O:23])[CH:15]=[CH:14][C:10]=1[C:11]([OH:13])=[O:12])[C:2]1[CH:7]=[CH:6][CH:5]=[CH:4][CH:3]=1. (3) The product is: [NH2:19][CH2:17][C:9]1[NH:10][C:11]2[C:16]([C:8]=1[NH:7][C:4]1[CH:5]=[CH:6][N:1]=[CH:2][CH:3]=1)=[CH:15][CH:14]=[CH:13][CH:12]=2. Given the reactants [N:1]1[CH:6]=[CH:5][C:4]([NH:7][C:8]2[C:16]3[C:11](=[CH:12][CH:13]=[CH:14][CH:15]=3)[NH:10][C:9]=2[C:17]([NH2:19])=O)=[CH:3][CH:2]=1.[H-].[H-].[H-].[H-].[Li+].[Al+3], predict the reaction product.